This data is from Forward reaction prediction with 1.9M reactions from USPTO patents (1976-2016). The task is: Predict the product of the given reaction. (1) Given the reactants Br.[CH3:2][C@H:3]1[CH2:7][CH2:6][CH2:5][NH:4]1.N1CC[CH2:12][C@@H:9]1[CH2:10][OH:11], predict the reaction product. The product is: [CH3:2][C@H:3]1[CH2:7][CH2:6][CH2:5][N:4]1[CH2:12][CH2:9][CH2:10][OH:11]. (2) Given the reactants C(OC(=O)[NH:7][C:8]1[C:9]([Cl:15])=[N:10][CH:11]=[CH:12][C:13]=1I)(C)(C)C.[C:17]1(B(O)O)[CH:22]=[CH:21][CH:20]=[CH:19][CH:18]=1.C(=O)([O-])[O-].[K+].[K+], predict the reaction product. The product is: [Cl:15][C:9]1[C:8]([NH2:7])=[C:13]([C:17]2[CH:22]=[CH:21][CH:20]=[CH:19][CH:18]=2)[CH:12]=[CH:11][N:10]=1. (3) The product is: [Cl:1][C:2]1[C:3]([N:27]([CH:29]([CH3:31])[CH3:30])[CH3:28])=[CH:4][C:5]2[N:11]=[C:10]([C:12]3[CH:17]=[CH:16][CH:15]=[C:14]([N:18]4[C:22]([CH2:42][N:41]([CH2:40][CH2:39][O:38][CH3:37])[CH3:44])=[CH:21][N:20]=[N:19]4)[CH:13]=3)[CH2:9][C:8](=[O:25])[NH:7][C:6]=2[CH:26]=1. Given the reactants [Cl:1][C:2]1[C:3]([N:27]([CH:29]([CH3:31])[CH3:30])[CH3:28])=[CH:4][C:5]2[N:11]=[C:10]([C:12]3[CH:17]=[CH:16][CH:15]=[C:14]([N:18]4[C:22](CO)=[CH:21][N:20]=[N:19]4)[CH:13]=3)[CH2:9][C:8](=[O:25])[NH:7][C:6]=2[CH:26]=1.S(Cl)(Cl)=O.[Cl-].[CH3:37][O:38][CH2:39][CH2:40][NH:41][CH3:42].Cl[CH2:44]Cl, predict the reaction product. (4) Given the reactants [Cl:1][C:2]1[CH:7]=[CH:6][C:5]([CH:8]([C:26]2[CH:31]=[CH:30][C:29]([Cl:32])=[CH:28][CH:27]=2)[N:9]2[CH2:12][C:11](=[C:13]([C:18]3[CH:23]=[CH:22][CH:21]=[C:20]([O:24]C)[CH:19]=3)[S:14]([CH3:17])(=[O:16])=[O:15])[CH2:10]2)=[CH:4][CH:3]=1.B(Br)(Br)Br, predict the reaction product. The product is: [Cl:32][C:29]1[CH:30]=[CH:31][C:26]([CH:8]([C:5]2[CH:4]=[CH:3][C:2]([Cl:1])=[CH:7][CH:6]=2)[N:9]2[CH2:12][C:11](=[C:13]([C:18]3[CH:23]=[CH:22][CH:21]=[C:20]([OH:24])[CH:19]=3)[S:14]([CH3:17])(=[O:16])=[O:15])[CH2:10]2)=[CH:27][CH:28]=1. (5) Given the reactants [C:1]([O:5][C:6]([N:8]1[CH2:13][CH2:12][CH:11]([C:14]2[N:18]=[C:17]([CH2:19][OH:20])[O:16][N:15]=2)[CH2:10][CH2:9]1)=[O:7])([CH3:4])([CH3:3])[CH3:2].[CH3:21][S:22](Cl)(=[O:24])=[O:23].C(N(CC)CC)C, predict the reaction product. The product is: [C:1]([O:5][C:6]([N:8]1[CH2:9][CH2:10][CH:11]([C:14]2[N:18]=[C:17]([CH2:19][O:20][S:22]([CH3:21])(=[O:24])=[O:23])[O:16][N:15]=2)[CH2:12][CH2:13]1)=[O:7])([CH3:4])([CH3:2])[CH3:3]. (6) The product is: [F:30][C:31]([F:42])([F:41])[C:32]([NH:21][CH:19]([CH:18]([O:17][C:13]1[CH:12]=[C:11]2[C:16](=[CH:15][CH:14]=1)[N:8]([C:5]1[CH:4]=[CH:3][C:2]([F:1])=[CH:7][CH:6]=1)[N:9]=[CH:10]2)[CH2:22][O:23][C:24]1[CH:25]=[CH:26][CH:27]=[CH:28][CH:29]=1)[CH3:20])=[O:33]. Given the reactants [F:1][C:2]1[CH:7]=[CH:6][C:5]([N:8]2[C:16]3[C:11](=[CH:12][C:13]([O:17][CH:18]([CH2:22][O:23][C:24]4[CH:29]=[CH:28][CH:27]=[CH:26][CH:25]=4)[CH:19]([NH2:21])[CH3:20])=[CH:14][CH:15]=3)[CH:10]=[N:9]2)=[CH:4][CH:3]=1.[F:30][C:31]([F:42])([F:41])[C:32](O[C:32](=[O:33])[C:31]([F:42])([F:41])[F:30])=[O:33], predict the reaction product. (7) Given the reactants Br[C:2]1[CH:7]=[N:6][C:5]([O:8][C:9]2[CH:14]=[CH:13][N:12]=[C:11]([Cl:15])[CH:10]=2)=[CH:4][N:3]=1.[C:16]([NH2:19])(=[O:18])[CH3:17].C([O-])([O-])=O.[Cs+].[Cs+].CC(C1C=C(C(C)C)C(C2C=CC=CC=2P(C2CCCCC2)C2CCCCC2)=C(C(C)C)C=1)C, predict the reaction product. The product is: [Cl:15][C:11]1[CH:10]=[C:9]([O:8][C:5]2[N:6]=[CH:7][C:2]([NH:19][C:16](=[O:18])[CH3:17])=[N:3][CH:4]=2)[CH:14]=[CH:13][N:12]=1.